Dataset: Full USPTO retrosynthesis dataset with 1.9M reactions from patents (1976-2016). Task: Predict the reactants needed to synthesize the given product. Given the product [Cl:19][C:20]1[N:21]=[C:22]([C:27]([NH:1][C@H:2]2[CH2:7][CH2:6][N:5]([C:8]([O:10][C:11]([CH3:12])([CH3:13])[CH3:14])=[O:9])[CH2:4][C@H:3]2[O:15][CH:16]([CH3:18])[CH3:17])=[O:28])[NH:23][C:24]=1[CH2:25][CH3:26], predict the reactants needed to synthesize it. The reactants are: [NH2:1][C@H:2]1[CH2:7][CH2:6][N:5]([C:8]([O:10][C:11]([CH3:14])([CH3:13])[CH3:12])=[O:9])[CH2:4][C@H:3]1[O:15][CH:16]([CH3:18])[CH3:17].[Cl:19][C:20]1[N:21]=[C:22]([C:27](O)=[O:28])[NH:23][C:24]=1[CH2:25][CH3:26].ON1C2C=CC=CC=2N=N1.Cl.C(N=C=NCCCN(C)C)C.